Dataset: Catalyst prediction with 721,799 reactions and 888 catalyst types from USPTO. Task: Predict which catalyst facilitates the given reaction. Reactant: [C:1]([O:5][C:6](=[O:17])[NH:7][C:8]1[CH:13]=[CH:12][C:11]([CH2:14][NH2:15])=[C:10]([CH3:16])[N:9]=1)([CH3:4])([CH3:3])[CH3:2].[C:18]([CH2:20][C:21](O)=[O:22])#[N:19].CCN=C=NCCCN(C)C.Cl. Product: [C:1]([O:5][C:6](=[O:17])[NH:7][C:8]1[CH:13]=[CH:12][C:11]([CH2:14][NH:15][C:21](=[O:22])[CH2:20][C:18]#[N:19])=[C:10]([CH3:16])[N:9]=1)([CH3:4])([CH3:3])[CH3:2]. The catalyst class is: 3.